From a dataset of Full USPTO retrosynthesis dataset with 1.9M reactions from patents (1976-2016). Predict the reactants needed to synthesize the given product. Given the product [NH:52]1[C:53]2[C:49](=[C:48]([C:2]3[N:3]=[C:4]([N:15]4[CH2:20][CH2:19][O:18][CH2:17][CH2:16]4)[C:5]4[S:10][C:9]([C:11]([NH:14][C:29](=[O:38])[C:30]5[CH:35]=[CH:34][C:33]([O:36][CH3:37])=[CH:32][CH:31]=5)([CH3:13])[CH3:12])=[CH:8][C:6]=4[N:7]=3)[CH:56]=[CH:55][CH:54]=2)[CH:50]=[N:51]1, predict the reactants needed to synthesize it. The reactants are: Cl[C:2]1[N:3]=[C:4]([N:15]2[CH2:20][CH2:19][O:18][CH2:17][CH2:16]2)[C:5]2[S:10][C:9]([C:11]([NH2:14])([CH3:13])[CH3:12])=[CH:8][C:6]=2[N:7]=1.CCN(CC)CC.Cl.[C:29](Cl)(=[O:38])[C:30]1[CH:35]=[CH:34][C:33]([O:36][CH3:37])=[CH:32][CH:31]=1.CC1(C)C(C)(C)OB([C:48]2[CH:56]=[CH:55][CH:54]=[C:53]3[C:49]=2[CH:50]=[N:51][NH:52]3)O1.